From a dataset of Reaction yield outcomes from USPTO patents with 853,638 reactions. Predict the reaction yield, written as a fraction of the theoretical maximum amount of product (1.0 means a 100% yield; for example, 0.34 means a 34% yield). (1) The reactants are [Cl-].O[NH3+:3].[C:4](=[O:7])([O-])[OH:5].[Na+].CS(C)=O.[CH2:13]([C:17]1[N:18]([CH2:36][C:37]2[CH:42]=[CH:41][C:40]([C:43]3[C:44]([C:49]#[N:50])=[CH:45][CH:46]=[CH:47][CH:48]=3)=[CH:39][CH:38]=2)[C:19](=[O:35])[C:20]([C:25]2[CH:26]=[CH:27][C:28]3[O:32][CH:31]([CH3:33])[CH2:30][C:29]=3[CH:34]=2)=[C:21]([CH2:23][CH3:24])[N:22]=1)[CH2:14][CH2:15][CH3:16]. The catalyst is O. The product is [CH2:13]([C:17]1[N:18]([CH2:36][C:37]2[CH:38]=[CH:39][C:40]([C:43]3[CH:48]=[CH:47][CH:46]=[CH:45][C:44]=3[C:49]3[NH:3][C:4](=[O:7])[O:5][N:50]=3)=[CH:41][CH:42]=2)[C:19](=[O:35])[C:20]([C:25]2[CH:26]=[CH:27][C:28]3[O:32][CH:31]([CH3:33])[CH2:30][C:29]=3[CH:34]=2)=[C:21]([CH2:23][CH3:24])[N:22]=1)[CH2:14][CH2:15][CH3:16]. The yield is 0.880. (2) The reactants are [CH3:1][N:2]([CH3:18])[CH2:3][CH2:4][N:5]1[CH2:10][CH2:9][C:8]2[NH:11][C:12]([CH:15]=O)=[C:13]([CH3:14])[C:7]=2[C:6]1=[O:17].[F:19][C:20]1[CH:21]=[C:22]2[C:26](=[CH:27][CH:28]=1)[NH:25][C:24](=[O:29])[CH2:23]2.N1CCCCC1. The catalyst is C(O)C. The product is [CH3:1][N:2]([CH3:18])[CH2:3][CH2:4][N:5]1[CH2:10][CH2:9][C:8]2[NH:11][C:12]([CH:15]=[C:23]3[C:22]4[C:26](=[CH:27][CH:28]=[C:20]([F:19])[CH:21]=4)[NH:25][C:24]3=[O:29])=[C:13]([CH3:14])[C:7]=2[C:6]1=[O:17]. The yield is 0.548.